This data is from Forward reaction prediction with 1.9M reactions from USPTO patents (1976-2016). The task is: Predict the product of the given reaction. (1) Given the reactants [CH2:1]([CH:8]1[CH2:10][O:9]1)[C:2]1[CH:7]=[CH:6][CH:5]=[CH:4][CH:3]=1.O, predict the reaction product. The product is: [CH2:1]([C@H:8]1[CH2:10][O:9]1)[C:2]1[CH:7]=[CH:6][CH:5]=[CH:4][CH:3]=1. (2) Given the reactants [C:1]([C:5]1[CH:6]=[C:7]([NH:16][C:17]([NH:19][C:20]2[C:29]3[C:24](=[CH:25][CH:26]=[CH:27][CH:28]=3)[C:23]([O:30][C:31]3[CH:36]=[CH:35][N:34]=[C:33]([NH:37][C:38]4[CH:43]=[CH:42][CH:41]=[CH:40][CH:39]=4)[N:32]=3)=[CH:22][CH:21]=2)=[O:18])[C:8]([O:14][CH3:15])=[C:9]([CH:13]=1)[C:10]([OH:12])=O)([CH3:4])([CH3:3])[CH3:2].[O:44]1[CH2:47][CH:46]([NH2:48])[CH2:45]1.C(N(CC)CC)C.C(P1(=O)OP(CCC)(=O)OP(CCC)(=O)O1)CC.CCOC(C)=O, predict the reaction product. The product is: [C:1]([C:5]1[CH:6]=[C:7]([NH:16][C:17]([NH:19][C:20]2[C:29]3[C:24](=[CH:25][CH:26]=[CH:27][CH:28]=3)[C:23]([O:30][C:31]3[CH:36]=[CH:35][N:34]=[C:33]([NH:37][C:38]4[CH:39]=[CH:40][CH:41]=[CH:42][CH:43]=4)[N:32]=3)=[CH:22][CH:21]=2)=[O:18])[C:8]([O:14][CH3:15])=[C:9]([CH:13]=1)[C:10]([NH:48][CH:46]1[CH2:47][O:44][CH2:45]1)=[O:12])([CH3:4])([CH3:3])[CH3:2]. (3) Given the reactants [F:1][C:2]([F:32])([F:31])[C:3]1[CH:26]=[C:25]([C:27]([F:30])([F:29])[F:28])[CH:24]=[CH:23][C:4]=1[CH2:5][N:6]1[C:14]2[C:9](=[CH:10][C:11](/[CH:15]=[C:16]3/[C:17](=[O:22])[NH:18][C:19](=[O:21])[S:20]/3)=[CH:12][CH:13]=2)[CH:8]=[CH:7]1.Br[CH2:34][C:35]([N:37]1[CH2:42][CH2:41][O:40][CH2:39][CH2:38]1)=[O:36], predict the reaction product. The product is: [F:32][C:2]([F:1])([F:31])[C:3]1[CH:26]=[C:25]([C:27]([F:29])([F:30])[F:28])[CH:24]=[CH:23][C:4]=1[CH2:5][N:6]1[C:14]2[C:9](=[CH:10][C:11](/[CH:15]=[C:16]3/[C:17](=[O:22])[N:18]([CH2:34][C:35]([N:37]4[CH2:42][CH2:41][O:40][CH2:39][CH2:38]4)=[O:36])[C:19](=[O:21])[S:20]/3)=[CH:12][CH:13]=2)[CH:8]=[CH:7]1. (4) Given the reactants [Cl:1][C:2]1[CH:14]=[C:13]([C:15]([CH3:17])=[CH2:16])[CH:12]=[CH:11][C:3]=1[C:4]([O:6][C:7]([CH3:10])([CH3:9])[CH3:8])=[O:5], predict the reaction product. The product is: [Cl:1][C:2]1[CH:14]=[C:13]([CH:15]([CH3:17])[CH3:16])[CH:12]=[CH:11][C:3]=1[C:4]([O:6][C:7]([CH3:10])([CH3:9])[CH3:8])=[O:5]. (5) Given the reactants [Cl:1][C:2]1[C:7]([C:8]2[CH:13]=[CH:12][CH:11]=[C:10]([CH2:14][CH3:15])[CH:9]=2)=[C:6]([C:16]([CH:26]2[CH2:31][CH2:30][CH2:29][N:28]([C:32]([N:34]3[CH:38]=[CH:37][N+:36]([CH3:39])=[CH:35]3)=[O:33])[CH2:27]2)([OH:25])[CH2:17][CH2:18][CH2:19][NH:20][C:21]([O:23][CH3:24])=[O:22])[CH:5]=[CH:4][CH:3]=1.N1(C(OC(C)(C)C)=O)CCNCC1, predict the reaction product. The product is: [Cl:1][C:2]1[C:7]([C:8]2[CH:13]=[CH:12][CH:11]=[C:10]([CH2:14][CH3:15])[CH:9]=2)=[C:6]([C@@:16]([OH:25])([C@@H:26]2[CH2:31][CH2:30][CH2:29][N:28]([C:32]([N:34]3[CH2:38][CH2:37][NH:36][CH2:39][CH2:35]3)=[O:33])[CH2:27]2)[CH2:17][CH2:18][CH2:19][NH:20][C:21](=[O:22])[O:23][CH3:24])[CH:5]=[CH:4][CH:3]=1. (6) The product is: [O:27]=[C:26]1[C:25]2[C:20](=[CH:21][CH:22]=[CH:23][CH:24]=2)[C:19](=[O:28])[N:18]1[CH:15]1[CH2:16][CH2:17][CH:12]([O:10][C:8]2[CH:7]=[CH:6][C:3]([C:4]#[N:5])=[C:2]([F:1])[CH:9]=2)[CH2:13][CH2:14]1. Given the reactants [F:1][C:2]1[CH:9]=[C:8]([OH:10])[CH:7]=[CH:6][C:3]=1[C:4]#[N:5].O[C@@H:12]1[CH2:17][CH2:16][C@H:15]([N:18]2[C:26](=[O:27])[C:25]3[C:20](=[CH:21][CH:22]=[CH:23][CH:24]=3)[C:19]2=[O:28])[CH2:14][CH2:13]1.C1(P(C2C=CC=CC=2)C2C=CC=CC=2)C=CC=CC=1.N(C(OC(C)C)=O)=NC(OC(C)C)=O.[Cl-].[Na+].C(=O)([O-])O.[Na+], predict the reaction product. (7) Given the reactants C(N(CC)CC)C.[Cl:8][C:9]1[CH:17]=[CH:16][C:12]([C:13]([OH:15])=O)=[CH:11][C:10]=1[NH:18][C:19]([C:21]1[C:32](=[O:33])[NH:31][C:24]2[N:25]=[C:26]([O:29][CH3:30])[N:27]=[CH:28][C:23]=2[CH:22]=1)=[O:20].CN(C(ON1N=NC2C=CC=NC1=2)=[N+](C)C)C.F[P-](F)(F)(F)(F)F.[C:58]([O:62][C:63](=[O:74])[NH:64][CH2:65][CH:66]([NH2:73])[C:67]1[CH:72]=[CH:71][CH:70]=[CH:69][CH:68]=1)([CH3:61])([CH3:60])[CH3:59], predict the reaction product. The product is: [C:58]([O:62][C:63](=[O:74])[NH:64][CH2:65][CH:66]([NH:73][C:13](=[O:15])[C:12]1[CH:16]=[CH:17][C:9]([Cl:8])=[C:10]([NH:18][C:19]([C:21]2[C:32](=[O:33])[NH:31][C:24]3[N:25]=[C:26]([O:29][CH3:30])[N:27]=[CH:28][C:23]=3[CH:22]=2)=[O:20])[CH:11]=1)[C:67]1[CH:68]=[CH:69][CH:70]=[CH:71][CH:72]=1)([CH3:61])([CH3:59])[CH3:60].